From a dataset of Full USPTO retrosynthesis dataset with 1.9M reactions from patents (1976-2016). Predict the reactants needed to synthesize the given product. (1) Given the product [CH2:10]1[C:11]2([CH2:15][CH2:14][CH2:13][N:12]2[CH2:45][C:44]2[CH:43]=[CH:42][C:41]([O:40][CH:38]3[CH2:37][N:36]([C:34]([C:32]4[O:33][C:29]([C:23]5[CH:28]=[CH:27][CH:26]=[CH:25][CH:24]=5)=[N:30][N:31]=4)=[O:35])[CH2:39]3)=[CH:48][CH:47]=2)[CH2:8][O:9]1, predict the reactants needed to synthesize it. The reactants are: OC(C(F)(F)F)=O.[CH2:8]1[C:11]2([CH2:15][CH2:14][CH2:13][NH:12]2)[CH2:10][O:9]1.C(N(CC)CC)C.[C:23]1([C:29]2[O:33][C:32]([C:34]([N:36]3[CH2:39][CH:38]([O:40][C:41]4[CH:48]=[CH:47][C:44]([CH:45]=O)=[CH:43][CH:42]=4)[CH2:37]3)=[O:35])=[N:31][N:30]=2)[CH:28]=[CH:27][CH:26]=[CH:25][CH:24]=1.[Na].C([O-])(O)=O.[Na+]. (2) Given the product [CH3:14][S:11]([N:10]([CH3:15])[C:7]1[CH:6]=[CH:5][C:4]([C:1](=[O:3])/[CH:2]=[CH:16]/[C:18]2[C:30]([O:31][CH3:32])=[CH:29][C:21]([O:22][C:23]([CH3:28])([CH3:27])[C:24]([OH:26])=[O:25])=[C:20]([C:33]3[S:34][CH:35]=[CH:36][CH:37]=3)[CH:19]=2)=[CH:9][CH:8]=1)(=[O:12])=[O:13], predict the reactants needed to synthesize it. The reactants are: [C:1]([C:4]1[CH:9]=[CH:8][C:7]([N:10]([CH3:15])[S:11]([CH3:14])(=[O:13])=[O:12])=[CH:6][CH:5]=1)(=[O:3])[CH3:2].[CH:16]([C:18]1[C:30]([O:31][CH3:32])=[CH:29][C:21]([O:22][C:23]([CH3:28])([CH3:27])[C:24]([OH:26])=[O:25])=[C:20]([C:33]2[S:34][CH:35]=[CH:36][CH:37]=2)[CH:19]=1)=O.C[O-].[Li+]. (3) Given the product [OH:50][CH2:49][CH2:48][NH:47][S:44]([C:41]1[CH:42]=[CH:43][C:38]([C:9]2[CH:8]=[CH:7][N:6]=[C:5]3[NH:19][C:2]([CH3:1])=[CH:3][C:4]=23)=[CH:39][CH:40]=1)(=[O:46])=[O:45], predict the reactants needed to synthesize it. The reactants are: [CH3:1][C:2]1[N:19](S(C2C=CC=CC=2)(=O)=O)[C:5]2=[N:6][CH:7]=[CH:8][C:9](B3OC(C)(C)C(C)(C)O3)=[C:4]2[CH:3]=1.[O-]P([O-])([O-])=O.[K+].[K+].[K+].Br[C:38]1[CH:43]=[CH:42][C:41]([S:44]([NH:47][CH2:48][CH2:49][OH:50])(=[O:46])=[O:45])=[CH:40][CH:39]=1.[OH-].[Na+]. (4) Given the product [C:33]([O:18]/[N:17]=[C:16](\[NH2:19])/[CH2:15][CH2:14][C:12]1[N:13]=[C:9]([NH:8][C:5]2[C:4]([O:20][C:21]3[CH:26]=[CH:25][CH:24]=[CH:23][CH:22]=3)=[CH:3][C:2]([Br:1])=[CH:7][N:6]=2)[S:10][CH:11]=1)(=[O:35])[CH3:34], predict the reactants needed to synthesize it. The reactants are: [Br:1][C:2]1[CH:3]=[C:4]([O:20][C:21]2[CH:26]=[CH:25][CH:24]=[CH:23][CH:22]=2)[C:5]([NH:8][C:9]2[S:10][CH:11]=[C:12]([CH2:14][CH2:15]/[C:16](/[NH2:19])=[N:17]/[OH:18])[N:13]=2)=[N:6][CH:7]=1.C([O-])([O-])=O.[K+].[K+].[C:33](Cl)(=[O:35])[CH3:34].